From a dataset of Full USPTO retrosynthesis dataset with 1.9M reactions from patents (1976-2016). Predict the reactants needed to synthesize the given product. Given the product [Br:11][C:12]1[C:13]([C:24]2[S:26][CH:2]=[C:3]([C:5]3[CH:10]=[CH:9][CH:8]=[CH:7][CH:6]=3)[N:25]=2)=[CH:14][C:15]([NH:18][C:19]([NH:21][CH2:22][CH3:23])=[O:20])=[N:16][CH:17]=1, predict the reactants needed to synthesize it. The reactants are: Br[CH2:2][C:3]([C:5]1[CH:10]=[CH:9][CH:8]=[CH:7][CH:6]=1)=O.[Br:11][C:12]1[C:13]([C:24](=[S:26])[NH2:25])=[CH:14][C:15]([NH:18][C:19]([NH:21][CH2:22][CH3:23])=[O:20])=[N:16][CH:17]=1.